From a dataset of Full USPTO retrosynthesis dataset with 1.9M reactions from patents (1976-2016). Predict the reactants needed to synthesize the given product. The reactants are: [Br:1][C:2]1[CH:3]=[CH:4][C:5]([NH:8][C:9](=[O:11])[CH3:10])=[N:6][CH:7]=1.CC[O:14]C(C)=O. Given the product [CH3:10][C:9]([N:8]=[C:5]1[N:6]([OH:14])[CH:7]=[C:2]([Br:1])[CH:3]=[CH:4]1)=[O:11], predict the reactants needed to synthesize it.